From a dataset of Reaction yield outcomes from USPTO patents with 853,638 reactions. Predict the reaction yield, written as a fraction of the theoretical maximum amount of product (1.0 means a 100% yield; for example, 0.34 means a 34% yield). (1) The reactants are [OH:1][C@H:2]1[CH2:6][CH2:5][NH:4][CH2:3]1.[N:7]([C:10]1[CH:11]=[CH:12][C:13]([O:16][CH3:17])=[N:14][CH:15]=1)=[C:8]=[S:9]. No catalyst specified. The product is [OH:1][C@H:2]1[CH2:6][CH2:5][N:4]([C:8](=[S:9])[NH:7][C:10]2[CH:15]=[N:14][C:13]([O:16][CH3:17])=[CH:12][CH:11]=2)[CH2:3]1. The yield is 0.990. (2) The reactants are O[CH2:2][CH2:3][N:4]1[C:9](=[O:10])[C:8]2[C:11]3[CH2:17][CH2:16][N:15]([CH3:18])[CH2:14][C:12]=3[S:13][C:7]=2[N:6]=[CH:5]1.S(Cl)([Cl:21])=O. The catalyst is ClCCCl. The product is [Cl:21][CH2:2][CH2:3][N:4]1[C:9](=[O:10])[C:8]2[C:11]3[CH2:17][CH2:16][N:15]([CH3:18])[CH2:14][C:12]=3[S:13][C:7]=2[N:6]=[CH:5]1. The yield is 0.680. (3) The reactants are Br[C:2]1[CH:7]=[CH:6][C:5]([CH3:8])=[CH:4][C:3]=1[F:9].[CH3:10][N:11](C=O)C. The catalyst is [C-]#N.[C-]#N.[Zn+2].C1(P(C2C=CC=CC=2)[C-]2C=CC=C2)C=CC=CC=1.[C-]1(P(C2C=CC=CC=2)C2C=CC=CC=2)C=CC=C1.[Fe+2].C1C=CC(/C=C/C(/C=C/C2C=CC=CC=2)=O)=CC=1.C1C=CC(/C=C/C(/C=C/C2C=CC=CC=2)=O)=CC=1.C1C=CC(/C=C/C(/C=C/C2C=CC=CC=2)=O)=CC=1.[Pd].[Pd]. The product is [F:9][C:3]1[CH:4]=[C:5]([CH3:8])[CH:6]=[CH:7][C:2]=1[C:10]#[N:11]. The yield is 0.650. (4) The reactants are [NH2:1][C:2]1[C:3]([O:18][CH3:19])=[CH:4][C:5]2[CH2:11][N:10]([CH2:12][CH:13]3[CH2:15][CH2:14]3)[CH2:9][C:8](=[O:16])[NH:7][C:6]=2[CH:17]=1.Cl[C:21]1[N:26]=[C:25]([NH:27][C@@H:28]2[C@@H:33]3[CH2:34][C@@H:30]([CH:31]=[CH:32]3)[C@@H:29]2[C:35]([NH2:37])=[O:36])[C:24]([Cl:38])=[CH:23][N:22]=1. No catalyst specified. The product is [Cl:38][C:24]1[C:25]([NH:27][C@@H:28]2[C@@H:33]3[CH2:34][C@@H:30]([CH:31]=[CH:32]3)[C@@H:29]2[C:35]([NH2:37])=[O:36])=[N:26][C:21]([NH:1][C:2]2[C:3]([O:18][CH3:19])=[CH:4][C:5]3[CH2:11][N:10]([CH2:12][CH:13]4[CH2:14][CH2:15]4)[CH2:9][C:8](=[O:16])[NH:7][C:6]=3[CH:17]=2)=[N:22][CH:23]=1. The yield is 0.240. (5) The reactants are [Cl:1][C:2]1[CH:7]=[CH:6][C:5](I)=[CH:4][N:3]=1.[CH3:9][O:10][C:11]1[CH:48]=[CH:47][C:14]([CH2:15][N:16]([CH2:38][C:39]2[CH:44]=[CH:43][C:42]([O:45][CH3:46])=[CH:41][CH:40]=2)[C:17]2[N:22]=[CH:21][C:20]([C:23]3[C:24]4[CH2:37][CH2:36][NH:35][C:25]=4[N:26]=[C:27]([N:29]4[CH2:34][CH2:33][O:32][CH2:31][CH2:30]4)[N:28]=3)=[CH:19][N:18]=2)=[CH:13][CH:12]=1.C(Cl)(Cl)Cl.C1C=CC(P(C2C(C3C(P(C4C=CC=CC=4)C4C=CC=CC=4)=CC=C4C=3C=CC=C4)=C3C(C=CC=C3)=CC=2)C2C=CC=CC=2)=CC=1.C(=O)([O-])[O-].[Cs+].[Cs+]. The catalyst is O.C1C=CC(/C=C/C(/C=C/C2C=CC=CC=2)=O)=CC=1.C1C=CC(/C=C/C(/C=C/C2C=CC=CC=2)=O)=CC=1.C1C=CC(/C=C/C(/C=C/C2C=CC=CC=2)=O)=CC=1.[Pd].[Pd].C1(C)C=CC=CC=1. The product is [Cl:1][C:2]1[N:3]=[CH:4][C:5]([N:35]2[C:25]3[N:26]=[C:27]([N:29]4[CH2:30][CH2:31][O:32][CH2:33][CH2:34]4)[N:28]=[C:23]([C:20]4[CH:21]=[N:22][C:17]([N:16]([CH2:38][C:39]5[CH:44]=[CH:43][C:42]([O:45][CH3:46])=[CH:41][CH:40]=5)[CH2:15][C:14]5[CH:47]=[CH:48][C:11]([O:10][CH3:9])=[CH:12][CH:13]=5)=[N:18][CH:19]=4)[C:24]=3[CH2:37][CH2:36]2)=[CH:6][CH:7]=1. The yield is 0.360. (6) The reactants are C(O[C:6]([N:8]1[C@@H:12]([CH3:13])[CH2:11][CH2:10][C@H:9]1[C:14]1[NH:18][C:17]2[C:19]3[C:24]([CH:25]=[CH:26][C:16]=2[N:15]=1)=[CH:23][C:22]1[C:27]2[C:32]([CH2:33][O:34][C:21]=1[CH:20]=3)=[CH:31][C:30]([C:35]1[NH:39][C:38]([C@@H:40]3[CH2:44][CH2:43][C@H:42]([CH3:45])[N:41]3[C:46](OC(C)(C)C)=[O:47])=[N:37][CH:36]=1)=[CH:29][CH:28]=2)=[O:7])(C)(C)C.Cl.[CH3:54][O:55][C:56]([NH:58][C@@H:59]([CH:63]([CH3:65])[CH3:64])C(O)=O)=[O:57].CN(C(ON1N=NC2[CH:77]=[CH:78][CH:79]=[N:80]C1=2)=[N+](C)C)C.F[P-](F)(F)(F)(F)F.[CH3:90]CN(C(C)C)C(C)C.CO.C[CH2:102][O:103][C:104](C)=[O:105]. The catalyst is C(Cl)Cl.CN(C=O)C.CO. The product is [CH3:102][O:103][C:104]([NH:80][C@@H:79]([CH:78]([CH3:90])[CH3:77])[C:6]([N:8]1[C@@H:12]([CH3:13])[CH2:11][CH2:10][C@H:9]1[C:14]1[NH:18][C:17]2[C:19]3[C:24]([CH:25]=[CH:26][C:16]=2[N:15]=1)=[CH:23][C:22]1[C:27]2[C:32]([CH2:33][O:34][C:21]=1[CH:20]=3)=[CH:31][C:30]([C:35]1[NH:39][C:38]([C@@H:40]3[CH2:44][CH2:43][C@H:42]([CH3:45])[N:41]3[C:46](=[O:47])[C@@H:59]([NH:58][C:56](=[O:57])[O:55][CH3:54])[CH:63]([CH3:64])[CH3:65])=[N:37][CH:36]=1)=[CH:29][CH:28]=2)=[O:7])=[O:105]. The yield is 0.690.